Dataset: Reaction yield outcomes from USPTO patents with 853,638 reactions. Task: Predict the reaction yield, written as a fraction of the theoretical maximum amount of product (1.0 means a 100% yield; for example, 0.34 means a 34% yield). (1) The product is [C:4]1([O:7][C:8](=[S:9])[NH2:17])[CH:5]=[CH:6][CH:1]=[CH:2][CH:3]=1. The reactants are [CH:1]1[CH:6]=[CH:5][C:4]([O:7][C:8](Cl)=[S:9])=[CH:3][CH:2]=1.C([O-])(O)=O.[Na+].Cl.[NH2:17]C1C(C)=CSC=1Cl. The yield is 0.820. The catalyst is CN1C(=O)CCC1. (2) The product is [OH:17][C:16]([CH3:19])([CH3:18])[CH2:15][O:1][C:2]1[CH:3]=[CH:4][C:5]([N+:12]([O-:14])=[O:13])=[C:6]([CH:11]=1)[C:7]([O:9][CH3:10])=[O:8]. The reactants are [OH:1][C:2]1[CH:3]=[CH:4][C:5]([N+:12]([O-:14])=[O:13])=[C:6]([CH:11]=1)[C:7]([O:9][CH3:10])=[O:8].[CH3:15][C:16]1([CH3:19])[CH2:18][O:17]1.C(=O)([O-])[O-].[K+].[K+].O.P([O-])(O)(O)=O.[Na+]. The yield is 0.290. The catalyst is C(#N)C.O. (3) No catalyst specified. The product is [CH3:3][O:2][C:1](=[O:4])[O-:6].[CH3:7][N+:8]([CH3:11])([CH3:10])[CH3:9]. The yield is 0.802. The reactants are [C:1](=[O:6])([O:4]C)[O:2][CH3:3].[CH3:7][N:8]([CH3:10])[CH3:9].[CH3:11]O.